Dataset: Forward reaction prediction with 1.9M reactions from USPTO patents (1976-2016). Task: Predict the product of the given reaction. (1) Given the reactants FC(F)(F)C(OC(=O)C(F)(F)F)=O.[Br:14][CH2:15][CH2:16][C:17]([OH:19])=[O:18].[C:20]([C:24]([C:27]([O:30][C:31]([C:37]([O:40][C:41]([CH2:47]O)([C:43]([F:46])([F:45])[F:44])[F:42])([F:39])[F:38])([C:33]([F:36])([F:35])[F:34])[F:32])([F:29])[F:28])([F:26])[F:25])([F:23])([F:22])[F:21], predict the reaction product. The product is: [Br:14][CH2:15][CH2:16][C:17]([O:19][CH2:47][C:41]([O:40][C:37]([C:31]([O:30][C:27]([C:24]([C:20]([F:21])([F:22])[F:23])([F:25])[F:26])([F:28])[F:29])([C:33]([F:36])([F:35])[F:34])[F:32])([F:39])[F:38])([C:43]([F:46])([F:45])[F:44])[F:42])=[O:18]. (2) Given the reactants FC(F)(F)C(O)=O.C(OC(=O)[NH:14][CH2:15][CH2:16][C:17]1[C:25]2[C:20](=[CH:21][CH:22]=[C:23]([Cl:26])[CH:24]=2)[NH:19][C:18]=1[C:27](=[O:43])[NH:28][CH2:29][CH2:30][C:31]1[CH:36]=[CH:35][C:34]([N:37]2[CH2:42][CH2:41][CH2:40][CH2:39][CH2:38]2)=[CH:33][CH:32]=1)(C)(C)C, predict the reaction product. The product is: [NH2:14][CH2:15][CH2:16][C:17]1[C:25]2[C:20](=[CH:21][CH:22]=[C:23]([Cl:26])[CH:24]=2)[NH:19][C:18]=1[C:27]([NH:28][CH2:29][CH2:30][C:31]1[CH:32]=[CH:33][C:34]([N:37]2[CH2:38][CH2:39][CH2:40][CH2:41][CH2:42]2)=[CH:35][CH:36]=1)=[O:43]. (3) Given the reactants [C:1]([O:5][C:6]1[CH:13]=[CH:12][CH:11]=[CH:10][C:7]=1[CH:8]=O)([CH3:4])([CH3:3])[CH3:2].[N+:14]([CH3:17])([O-:16])=[O:15].Cl.CN.C([O-])(=O)C.[Na+], predict the reaction product. The product is: [C:1]([O:5][C:6]1[CH:13]=[CH:12][CH:11]=[CH:10][C:7]=1[CH:8]=[CH:17][N+:14]([O-:16])=[O:15])([CH3:4])([CH3:3])[CH3:2]. (4) Given the reactants Cl[C:2]1[N:11]=[C:10]([NH:12][CH2:13][CH:14]([C:21]2[CH:26]=[CH:25][CH:24]=[CH:23][CH:22]=2)[C:15]2[CH:16]=[N:17][CH:18]=[CH:19][CH:20]=2)[C:9]2[C:4](=[CH:5][CH:6]=[CH:7][CH:8]=2)[N:3]=1.N1C=CN2C=C(C3N=C(NC[CH:48]([C:54]4[CH:59]=[CH:58]C=CC=4)[C:49]4[NH:50][CH:51]=[CH:52][CH:53]=4)C4C(=CC=CC=4)N=3)C=CC=12, predict the reaction product. The product is: [NH:50]1[C:49]2[C:53](=[CH:58][C:59]([C:2]3[N:11]=[C:10]([NH:12][CH2:13][CH:14]([C:21]4[CH:26]=[CH:25][CH:24]=[CH:23][CH:22]=4)[C:15]4[CH:16]=[N:17][CH:18]=[CH:19][CH:20]=4)[C:9]4[C:4](=[CH:5][CH:6]=[CH:7][CH:8]=4)[N:3]=3)=[CH:54][CH:48]=2)[CH:52]=[CH:51]1.